Task: Predict the reactants needed to synthesize the given product.. Dataset: Full USPTO retrosynthesis dataset with 1.9M reactions from patents (1976-2016) (1) Given the product [F:1][C:2]1[CH:11]=[C:10]2[C:5]([N:6]=[CH:7][C:8](=[O:12])[N:9]2[CH2:32][CH2:33][N:34]2[CH2:39][CH2:38][CH:37]([NH:40][C:41](=[O:42])[O:43][C:44]([CH3:47])([CH3:46])[CH3:45])[CH2:36][CH2:35]2)=[CH:4][CH:3]=1, predict the reactants needed to synthesize it. The reactants are: [F:1][C:2]1[CH:11]=[C:10]2[C:5]([N:6]=[CH:7][C:8](=[O:12])[NH:9]2)=[CH:4][CH:3]=1.FC1C=C2C(=CC=1)NC(=O)C=N2.[H-].[Na+].CS(O[CH2:32][CH2:33][N:34]1[CH2:39][CH2:38][CH:37]([NH:40][C:41]([O:43][C:44]([CH3:47])([CH3:46])[CH3:45])=[O:42])[CH2:36][CH2:35]1)(=O)=O. (2) Given the product [CH2:1]([O:5][C:6]([C:8]1[C:18]2[O:17][C:16]3[C:19]([CH2:25][NH:39][CH2:38][CH2:37][N:31]4[CH2:36][CH2:35][O:34][CH2:33][CH2:32]4)=[C:20]([OH:24])[CH:21]=[C:22]([CH3:23])[C:15]=3[C:14](=[O:27])[O:13][C:12]=2[C:11]([CH3:28])=[C:10]([O:29][CH3:30])[CH:9]=1)=[O:7])[CH2:2][CH3:3], predict the reactants needed to synthesize it. The reactants are: [CH2:1]([O:5][C:6]([C:8]1[C:18]2[O:17][C:16]3[C:19]([CH:25]=O)=[C:20]([OH:24])[CH:21]=[C:22]([CH3:23])[C:15]=3[C:14](=[O:27])[O:13][C:12]=2[C:11]([CH3:28])=[C:10]([O:29][CH3:30])[CH:9]=1)=[O:7])[CH2:2][CH2:3]C.[N:31]1([CH2:37][CH2:38][NH2:39])[CH2:36][CH2:35][O:34][CH2:33][CH2:32]1. (3) Given the product [Br:1][CH2:2][CH2:3][CH2:4][CH2:5][CH2:6][CH2:7][CH2:8][CH2:9][CH2:10][CH2:11][CH2:12][CH2:13][CH2:14][CH2:15][CH2:16][CH2:17][O:18][Si:24]([C:27]([CH3:30])([CH3:29])[CH3:28])([CH3:26])[CH3:25], predict the reactants needed to synthesize it. The reactants are: [Br:1][CH2:2][CH2:3][CH2:4][CH2:5][CH2:6][CH2:7][CH2:8][CH2:9][CH2:10][CH2:11][CH2:12][CH2:13][CH2:14][CH2:15][CH2:16][CH2:17][OH:18].N1C=CN=C1.[Si:24](Cl)([C:27]([CH3:30])([CH3:29])[CH3:28])([CH3:26])[CH3:25].[Cl-].[NH4+].